This data is from Full USPTO retrosynthesis dataset with 1.9M reactions from patents (1976-2016). The task is: Predict the reactants needed to synthesize the given product. (1) Given the product [CH3:5][O:4][N:3]([CH3:2])[C:20](=[O:21])[CH2:19][CH2:18][C:12]1[CH:17]=[CH:16][CH:15]=[CH:14][CH:13]=1, predict the reactants needed to synthesize it. The reactants are: Cl.[CH3:2][NH:3][O:4][CH3:5].N1C=CC=CC=1.[C:12]1([CH2:18][CH2:19][C:20](Cl)=[O:21])[CH:17]=[CH:16][CH:15]=[CH:14][CH:13]=1. (2) Given the product [CH3:1][O:2][C:3](=[O:31])[C:4]1[C:9]([NH:10][CH:11]([CH2:14][NH:36][CH2:34][CH3:35])[CH2:12][CH3:13])=[CH:8][C:7]([CH3:20])=[N:6][C:5]=1[O:21][C:22]1[C:27]([CH3:28])=[CH:26][C:25]([Cl:29])=[CH:24][C:23]=1[CH3:30], predict the reactants needed to synthesize it. The reactants are: [CH3:1][O:2][C:3](=[O:31])[C:4]1[C:9]([NH:10][CH:11]([CH2:14]OS(C)(=O)=O)[CH2:12][CH3:13])=[CH:8][C:7]([CH3:20])=[N:6][C:5]=1[O:21][C:22]1[C:27]([CH3:28])=[CH:26][C:25]([Cl:29])=[CH:24][C:23]=1[CH3:30].[I-].[Na+].[CH2:34]([NH2:36])[CH3:35].C(N(CC)CC)C. (3) Given the product [CH:1]1[C:10]2[C:5](=[CH:6][CH:7]=[CH:8][CH:9]=2)[CH:4]=[CH:3][C:2]=1[C:11]1[N:12]2[CH2:20][CH2:19][N:18]=[C:13]2[S:14][C:15]=1[CH:16]([OH:17])[CH3:21], predict the reactants needed to synthesize it. The reactants are: [CH:1]1[C:10]2[C:5](=[CH:6][CH:7]=[CH:8][CH:9]=2)[CH:4]=[CH:3][C:2]=1[C:11]1[N:12]2[CH2:20][CH2:19][N:18]=[C:13]2[S:14][C:15]=1[CH:16]=[O:17].[CH3:21][Mg]Br.O.